From a dataset of Reaction yield outcomes from USPTO patents with 853,638 reactions. Predict the reaction yield, written as a fraction of the theoretical maximum amount of product (1.0 means a 100% yield; for example, 0.34 means a 34% yield). (1) The reactants are [C:1]([C:5]1[CH:12]=[CH:11][C:8]([CH:9]=O)=[CH:7][CH:6]=1)([CH3:4])([CH3:3])[CH3:2].[F:13][C:14]1[CH:15]=[C:16]([CH2:21][CH2:22][NH2:23])[CH:17]=[C:18]([F:20])[CH:19]=1.[BH4-].[Na+]. The catalyst is CO.Cl. The product is [C:1]([C:5]1[CH:12]=[CH:11][C:8]([CH2:9][NH:23][CH2:22][CH2:21][C:16]2[CH:17]=[C:18]([F:20])[CH:19]=[C:14]([F:13])[CH:15]=2)=[CH:7][CH:6]=1)([CH3:4])([CH3:3])[CH3:2]. The yield is 0.830. (2) The reactants are Cl[C:2]1[N:7]=[C:6]([NH:8][C@H:9]([CH3:12])[CH2:10][OH:11])[C:5]([C:13]2[S:14][CH:15]=[CH:16][CH:17]=2)=[CH:4][N:3]=1.[NH2:18][C:19]1[CH:24]=[CH:23][C:22]([S:25]([CH3:38])(=[N:27][C:28](=[O:37])[NH:29][C:30]2[CH:35]=[CH:34][CH:33]=[C:32]([Cl:36])[CH:31]=2)=[O:26])=[CH:21][CH:20]=1. No catalyst specified. The product is [Cl:36][C:32]1[CH:31]=[C:30]([NH:29][C:28]([N:27]=[S:25]([C:22]2[CH:21]=[CH:20][C:19]([NH:18][C:2]3[N:7]=[C:6]([NH:8][C@H:9]([CH3:12])[CH2:10][OH:11])[C:5]([C:13]4[S:14][CH:15]=[CH:16][CH:17]=4)=[CH:4][N:3]=3)=[CH:24][CH:23]=2)([CH3:38])=[O:26])=[O:37])[CH:35]=[CH:34][CH:33]=1. The yield is 0.260.